From a dataset of NCI-60 drug combinations with 297,098 pairs across 59 cell lines. Regression. Given two drug SMILES strings and cell line genomic features, predict the synergy score measuring deviation from expected non-interaction effect. (1) Drug 1: CCCS(=O)(=O)NC1=C(C(=C(C=C1)F)C(=O)C2=CNC3=C2C=C(C=N3)C4=CC=C(C=C4)Cl)F. Drug 2: CCN(CC)CCNC(=O)C1=C(NC(=C1C)C=C2C3=C(C=CC(=C3)F)NC2=O)C. Cell line: OVCAR-5. Synergy scores: CSS=-5.37, Synergy_ZIP=5.08, Synergy_Bliss=4.71, Synergy_Loewe=-1.07, Synergy_HSA=-2.06. (2) Drug 1: CC1=C(C=C(C=C1)NC(=O)C2=CC=C(C=C2)CN3CCN(CC3)C)NC4=NC=CC(=N4)C5=CN=CC=C5. Drug 2: C(CCl)NC(=O)N(CCCl)N=O. Cell line: COLO 205. Synergy scores: CSS=3.79, Synergy_ZIP=-5.04, Synergy_Bliss=-8.31, Synergy_Loewe=-9.33, Synergy_HSA=-7.71. (3) Drug 1: CS(=O)(=O)CCNCC1=CC=C(O1)C2=CC3=C(C=C2)N=CN=C3NC4=CC(=C(C=C4)OCC5=CC(=CC=C5)F)Cl. Drug 2: C1=CN(C=N1)CC(O)(P(=O)(O)O)P(=O)(O)O. Cell line: OVCAR-5. Synergy scores: CSS=3.22, Synergy_ZIP=-2.30, Synergy_Bliss=-4.01, Synergy_Loewe=-5.49, Synergy_HSA=-5.45. (4) Drug 1: CNC(=O)C1=CC=CC=C1SC2=CC3=C(C=C2)C(=NN3)C=CC4=CC=CC=N4. Drug 2: CC1C(C(CC(O1)OC2CC(CC3=C2C(=C4C(=C3O)C(=O)C5=C(C4=O)C(=CC=C5)OC)O)(C(=O)C)O)N)O.Cl. Cell line: U251. Synergy scores: CSS=47.1, Synergy_ZIP=-2.97, Synergy_Bliss=-0.333, Synergy_Loewe=0.381, Synergy_HSA=1.78. (5) Drug 1: C1=CC(=CC=C1C#N)C(C2=CC=C(C=C2)C#N)N3C=NC=N3. Drug 2: C1CN1C2=NC(=NC(=N2)N3CC3)N4CC4. Cell line: CAKI-1. Synergy scores: CSS=48.1, Synergy_ZIP=-2.77, Synergy_Bliss=-5.16, Synergy_Loewe=-9.74, Synergy_HSA=-6.68.